From a dataset of NCI-60 drug combinations with 297,098 pairs across 59 cell lines. Regression. Given two drug SMILES strings and cell line genomic features, predict the synergy score measuring deviation from expected non-interaction effect. (1) Drug 1: C1=CC(=CC=C1C#N)C(C2=CC=C(C=C2)C#N)N3C=NC=N3. Drug 2: CC(C)CN1C=NC2=C1C3=CC=CC=C3N=C2N. Cell line: MALME-3M. Synergy scores: CSS=2.48, Synergy_ZIP=-3.52, Synergy_Bliss=-8.95, Synergy_Loewe=-3.44, Synergy_HSA=-6.09. (2) Drug 1: CC12CCC3C(C1CCC2O)C(CC4=C3C=CC(=C4)O)CCCCCCCCCS(=O)CCCC(C(F)(F)F)(F)F. Drug 2: CC1CCCC2(C(O2)CC(NC(=O)CC(C(C(=O)C(C1O)C)(C)C)O)C(=CC3=CSC(=N3)C)C)C. Cell line: UACC-257. Synergy scores: CSS=27.8, Synergy_ZIP=2.90, Synergy_Bliss=3.39, Synergy_Loewe=-12.4, Synergy_HSA=2.42. (3) Drug 1: C1=CC(=CC=C1CC(C(=O)O)N)N(CCCl)CCCl.Cl. Drug 2: CC(C)(C#N)C1=CC(=CC(=C1)CN2C=NC=N2)C(C)(C)C#N. Cell line: CAKI-1. Synergy scores: CSS=24.0, Synergy_ZIP=-9.97, Synergy_Bliss=-7.68, Synergy_Loewe=-14.5, Synergy_HSA=-5.54. (4) Drug 1: CC(C1=C(C=CC(=C1Cl)F)Cl)OC2=C(N=CC(=C2)C3=CN(N=C3)C4CCNCC4)N. Drug 2: CCC1(C2=C(COC1=O)C(=O)N3CC4=CC5=C(C=CC(=C5CN(C)C)O)N=C4C3=C2)O.Cl. Cell line: RXF 393. Synergy scores: CSS=8.04, Synergy_ZIP=-1.69, Synergy_Bliss=-1.78, Synergy_Loewe=-10.9, Synergy_HSA=-0.986. (5) Drug 1: C1=CC(=C2C(=C1NCCNCCO)C(=O)C3=C(C=CC(=C3C2=O)O)O)NCCNCCO. Drug 2: CN1C(=O)N2C=NC(=C2N=N1)C(=O)N. Cell line: SF-295. Synergy scores: CSS=65.2, Synergy_ZIP=1.97, Synergy_Bliss=3.88, Synergy_Loewe=-23.1, Synergy_HSA=5.16. (6) Drug 1: CC12CCC3C(C1CCC2O)C(CC4=C3C=CC(=C4)O)CCCCCCCCCS(=O)CCCC(C(F)(F)F)(F)F. Drug 2: C1C(C(OC1N2C=NC3=C2NC=NCC3O)CO)O. Cell line: OVCAR-5. Synergy scores: CSS=1.73, Synergy_ZIP=3.94, Synergy_Bliss=-3.18, Synergy_Loewe=-1.23, Synergy_HSA=-3.02. (7) Drug 1: C(=O)(N)NO. Drug 2: C1C(C(OC1N2C=NC(=NC2=O)N)CO)O. Cell line: SNB-19. Synergy scores: CSS=9.25, Synergy_ZIP=3.08, Synergy_Bliss=1.21, Synergy_Loewe=-7.86, Synergy_HSA=1.31.